Regression. Given a peptide amino acid sequence and an MHC pseudo amino acid sequence, predict their binding affinity value. This is MHC class II binding data. From a dataset of Peptide-MHC class II binding affinity with 134,281 pairs from IEDB. (1) The MHC is DRB1_1501 with pseudo-sequence DRB1_1501. The peptide sequence is DPIYKRKVLELAAAL. The binding affinity (normalized) is 0.371. (2) The MHC is DRB1_1302 with pseudo-sequence DRB1_1302. The peptide sequence is YKTLRAEQA. The binding affinity (normalized) is 0. (3) The peptide sequence is DHSTIIYNSRVTIAG. The MHC is DRB1_0701 with pseudo-sequence DRB1_0701. The binding affinity (normalized) is 0.181.